This data is from Full USPTO retrosynthesis dataset with 1.9M reactions from patents (1976-2016). The task is: Predict the reactants needed to synthesize the given product. Given the product [CH3:30][NH:31][CH2:12][CH:13]1[CH2:17][C:16]2[CH:18]=[CH:19][CH:20]=[C:21]([C:22]3[CH:27]=[CH:26][CH:25]=[C:24]([F:28])[C:23]=3[F:29])[C:15]=2[O:14]1, predict the reactants needed to synthesize it. The reactants are: CC1C=CC(S(O[CH2:12][CH:13]2[CH2:17][C:16]3[CH:18]=[CH:19][CH:20]=[C:21]([C:22]4[CH:27]=[CH:26][CH:25]=[C:24]([F:28])[C:23]=4[F:29])[C:15]=3[O:14]2)(=O)=O)=CC=1.[CH3:30][NH2:31].